The task is: Predict the reactants needed to synthesize the given product.. This data is from Full USPTO retrosynthesis dataset with 1.9M reactions from patents (1976-2016). (1) Given the product [Cl:1][C:2]1[CH:7]=[C:6]([Cl:8])[CH:5]=[CH:4][C:3]=1[C:9]1[N:10]=[C:11]([CH2:31][CH3:32])[C:12]([NH:17][C@H:18]2[C@@H:22]([O:23][CH2:24][CH3:25])[CH2:21][N:20]([C:34]3[CH:35]=[N:36][CH:37]=[CH:38][CH:39]=3)[CH2:19]2)=[N:13][C:14]=1[CH2:15][CH3:16], predict the reactants needed to synthesize it. The reactants are: [Cl:1][C:2]1[CH:7]=[C:6]([Cl:8])[CH:5]=[CH:4][C:3]=1[C:9]1[N:10]=[C:11]([CH2:31][CH3:32])[C:12]([NH:17][C@H:18]2[C@@H:22]([O:23][CH2:24][CH3:25])[CH2:21][N:20](C3SC=CN=3)[CH2:19]2)=[N:13][C:14]=1[CH2:15][CH3:16].Br[C:34]1[CH:35]=[N:36][CH:37]=[CH:38][CH:39]=1. (2) The reactants are: [Cl:1][C:2]1[CH:7]=[CH:6][C:5]([N:8]2[CH:12]=[C:11]([C:13]([NH2:15])=[O:14])[N:10]=[N:9]2)=[C:4]([C:16]2[CH:21]=[C:20]([O:22]C)[N:19]=[CH:18][N:17]=2)[CH:3]=1.[Si](I)(C)(C)C.[O-]S([O-])(=S)=O.[Na+].[Na+]. Given the product [Cl:1][C:2]1[CH:7]=[CH:6][C:5]([N:8]2[CH:12]=[C:11]([C:13]([NH2:15])=[O:14])[N:10]=[N:9]2)=[C:4]([C:16]2[CH:21]=[C:20]([OH:22])[N:19]=[CH:18][N:17]=2)[CH:3]=1, predict the reactants needed to synthesize it. (3) Given the product [NH2:72][C@H:69]1[CH2:70][CH2:71][C@H:66]([NH:73][C:2]2[CH:3]=[C:4]([NH:13][C:14]3[CH:19]=[CH:18][C:17]([S:20]([NH:23][CH3:24])(=[O:22])=[O:21])=[CH:16][CH:15]=3)[C:5]3[N:6]([C:8]([C:11]#[N:12])=[CH:9][N:10]=3)[N:7]=2)[CH2:67][CH2:68]1, predict the reactants needed to synthesize it. The reactants are: Cl[C:2]1[CH:3]=[C:4]([NH:13][C:14]2[CH:19]=[CH:18][C:17]([S:20]([NH:23][CH3:24])(=[O:22])=[O:21])=[CH:16][CH:15]=2)[C:5]2[N:6]([C:8]([C:11]#[N:12])=[CH:9][N:10]=2)[N:7]=1.C(N1CCCC(NC2C=C(N(CC3C=CC(OC)=CC=3)C3C=CC=CC=3)C3N(C(C#N)=CN=3)N=2)C1)C1C=CC=CC=1.[C@H:66]1([NH2:73])[CH2:71][CH2:70][C@H:69]([NH2:72])[CH2:68][CH2:67]1. (4) Given the product [CH3:1][O:2][C:3]([C:5]1[CH:14]=[C:13]([C:12]#[C:13][CH2:14][CH2:5][CH2:3][O:2][CH2:37][C:31]2[CH:32]=[CH:33][CH:34]=[CH:35][CH:36]=2)[C:12]2[C:7](=[C:8]([O:23][CH2:24][C:25]3[CH:30]=[CH:29][CH:28]=[CH:27][CH:26]=3)[CH:9]=[CH:10][CH:11]=2)[N:6]=1)=[O:4], predict the reactants needed to synthesize it. The reactants are: [CH3:1][O:2][C:3]([C:5]1[CH:14]=[C:13](OS(C(F)(F)F)(=O)=O)[C:12]2[C:7](=[C:8]([O:23][CH2:24][C:25]3[CH:30]=[CH:29][CH:28]=[CH:27][CH:26]=3)[CH:9]=[CH:10][CH:11]=2)[N:6]=1)=[O:4].[C:31]1([C:37]#C)[CH:36]=[CH:35][CH:34]=[CH:33][CH:32]=1. (5) Given the product [CH:1]1[CH:6]=[CH:5][C:4]([CH2:7][O:8][CH2:9][C@@H:10]([N:14]([CH2:33][C:34]([OH:36])=[O:35])[CH2:15][CH2:16][N:17]([CH2:29][C:30]([OH:32])=[O:31])[CH2:18][CH2:19][N:20]([CH2:21][C:22]([OH:24])=[O:23])[CH2:25][C:26]([OH:28])=[O:27])[C:11]([OH:13])=[O:12])=[CH:3][CH:2]=1.[NH:37]([CH2:39][C@@H:40]([C@H:42]([C@@H:44]([C@@H:46]([CH2:48][OH:49])[OH:47])[OH:45])[OH:43])[OH:41])[CH3:38], predict the reactants needed to synthesize it. The reactants are: [CH:1]1[CH:6]=[CH:5][C:4]([CH2:7][O:8][CH2:9][C@@H:10]([N:14]([CH2:33][C:34]([OH:36])=[O:35])[CH2:15][CH2:16][N:17]([CH2:29][C:30]([OH:32])=[O:31])[CH2:18][CH2:19][N:20]([CH2:25][C:26]([OH:28])=[O:27])[CH2:21][C:22]([OH:24])=[O:23])[C:11]([OH:13])=[O:12])=[CH:3][CH:2]=1.[NH:37]([CH2:39][C@@H:40]([C@H:42]([C@@H:44]([C@@H:46]([CH2:48][OH:49])[OH:47])[OH:45])[OH:43])[OH:41])[CH3:38]. (6) Given the product [NH2:1][C:2]1[N:6]([C:7]2[CH:8]=[CH:9][CH:10]=[CH:11][CH:12]=2)[N:5]=[C:4]([C:13]([NH:36][N:35]([CH3:34])[C:37]([O:39][C:40]([CH3:43])([CH3:42])[CH3:41])=[O:38])=[O:15])[C:3]=1[CH3:16], predict the reactants needed to synthesize it. The reactants are: [NH2:1][C:2]1[N:6]([C:7]2[CH:12]=[CH:11][CH:10]=[CH:9][CH:8]=2)[N:5]=[C:4]([C:13]([OH:15])=O)[C:3]=1[CH3:16].CCN(C(C)C)C(C)C.ClC(OCC(C)C)=O.[CH3:34][N:35]([C:37]([O:39][C:40]([CH3:43])([CH3:42])[CH3:41])=[O:38])[NH2:36]. (7) The reactants are: Br[C:2]1[CH:7]=[CH:6][CH:5]=[C:4]([CH2:8][O:9][CH3:10])[N:3]=1.[C:11]([NH-:17])(=[O:16])[C:12]([CH3:15])([CH3:14])[CH3:13].C(=O)([O-])[O-].[Cs+].[Cs+].C1(P(C2C=CC=CC=2)C2C3OC4C(=CC=CC=4P(C4C=CC=CC=4)C4C=CC=CC=4)C(C)(C)C=3C=CC=2)C=CC=CC=1. Given the product [CH3:10][O:9][CH2:8][C:4]1[N:3]=[C:2]([NH:17][C:11](=[O:16])[C:12]([CH3:15])([CH3:14])[CH3:13])[CH:7]=[CH:6][CH:5]=1, predict the reactants needed to synthesize it. (8) Given the product [Br:1][C:2]1[CH:3]=[C:4]([NH:5][C:9](=[O:10])[O:11][C:12]([CH3:15])([CH3:14])[CH3:13])[CH:6]=[CH:7][CH:8]=1, predict the reactants needed to synthesize it. The reactants are: [Br:1][C:2]1[CH:3]=[C:4]([CH:6]=[CH:7][CH:8]=1)[NH2:5].[C:9](O[C:9]([O:11][C:12]([CH3:15])([CH3:14])[CH3:13])=[O:10])([O:11][C:12]([CH3:15])([CH3:14])[CH3:13])=[O:10]. (9) Given the product [CH3:1][O:2][C:3]([C:5]1[C:10]([NH:11][C:18]2[CH:19]=[N:20][CH:21]=[N:22][CH:23]=2)=[N:9][CH:8]=[C:7]([CH:12]2[CH2:16][CH2:15][O:14][CH2:13]2)[N:6]=1)=[O:4], predict the reactants needed to synthesize it. The reactants are: [CH3:1][O:2][C:3]([C:5]1[C:10]([NH2:11])=[N:9][CH:8]=[C:7]([CH:12]2[CH2:16][CH2:15][O:14][CH2:13]2)[N:6]=1)=[O:4].Br[C:18]1[CH:19]=[N:20][CH:21]=[N:22][CH:23]=1.C(=O)([O-])[O-].[K+].[K+].O.CC1(C)C2C(=C(P(C3C=CC=CC=3)C3C=CC=CC=3)C=CC=2)OC2C(P(C3C=CC=CC=3)C3C=CC=CC=3)=CC=CC1=2.